Dataset: Reaction yield outcomes from USPTO patents with 853,638 reactions. Task: Predict the reaction yield, written as a fraction of the theoretical maximum amount of product (1.0 means a 100% yield; for example, 0.34 means a 34% yield). (1) The reactants are C[O:2][C:3]([C:5]1([C:8]2[CH:13]=[CH:12][C:11]([C:14]3[CH:19]=[CH:18][C:17]([C:20]4[C:24]([NH:25][C:26]([O:28][C@@H:29]([C:31]5[CH:36]=[CH:35][CH:34]=[CH:33][CH:32]=5)[CH3:30])=[O:27])=[C:23]([CH3:37])[N:22](C)[N:21]=4)=[CH:16][CH:15]=3)=[CH:10][CH:9]=2)[CH2:7][CH2:6]1)=[O:4].[Li+].[OH-].[CH2:41]1COCC1. The catalyst is O. The product is [CH3:41][N:21]1[C:20]([C:17]2[CH:18]=[CH:19][C:14]([C:11]3[CH:12]=[CH:13][C:8]([C:5]4([C:3]([OH:2])=[O:4])[CH2:6][CH2:7]4)=[CH:9][CH:10]=3)=[CH:15][CH:16]=2)=[C:24]([NH:25][C:26]([O:28][C@@H:29]([C:31]2[CH:36]=[CH:35][CH:34]=[CH:33][CH:32]=2)[CH3:30])=[O:27])[C:23]([CH3:37])=[N:22]1. The yield is 0.280. (2) The reactants are [CH3:1][O:2][CH2:3][CH2:4][O:5][C:6]1[CH:11]=[CH:10][C:9]([NH:12]C(=O)C)=[CH:8][C:7]=1[C:16]1[N:17]([CH3:21])[N:18]=[CH:19][CH:20]=1.[OH-].[Na+]. The catalyst is CO.O. The product is [CH3:1][O:2][CH2:3][CH2:4][O:5][C:6]1[CH:11]=[CH:10][C:9]([NH2:12])=[CH:8][C:7]=1[C:16]1[N:17]([CH3:21])[N:18]=[CH:19][CH:20]=1. The yield is 0.930.